This data is from Forward reaction prediction with 1.9M reactions from USPTO patents (1976-2016). The task is: Predict the product of the given reaction. Given the reactants [CH2:1]([C:3]1[CH:8]=[C:7]([C:9](=[NH:12])[NH:10][OH:11])[CH:6]=[CH:5][C:4]=1[NH:13][C:14](=[O:16])[CH3:15])[CH3:2].[CH2:17]([N:19]([CH2:30][CH3:31])[C:20]1[CH:21]=[C:22]([CH:26]=[C:27]([CH3:29])[N:28]=1)[C:23](O)=O)[CH3:18], predict the reaction product. The product is: [CH2:30]([N:19]([CH2:17][CH3:18])[C:20]1[CH:21]=[C:22]([C:23]2[O:11][N:10]=[C:9]([C:7]3[CH:6]=[CH:5][C:4]([NH:13][C:14](=[O:16])[CH3:15])=[C:3]([CH2:1][CH3:2])[CH:8]=3)[N:12]=2)[CH:26]=[C:27]([CH3:29])[N:28]=1)[CH3:31].